Dataset: NCI-60 drug combinations with 297,098 pairs across 59 cell lines. Task: Regression. Given two drug SMILES strings and cell line genomic features, predict the synergy score measuring deviation from expected non-interaction effect. (1) Drug 1: CCN(CC)CCCC(C)NC1=C2C=C(C=CC2=NC3=C1C=CC(=C3)Cl)OC. Drug 2: CC12CCC3C(C1CCC2OP(=O)(O)O)CCC4=C3C=CC(=C4)OC(=O)N(CCCl)CCCl.[Na+]. Cell line: OVCAR-8. Synergy scores: CSS=16.1, Synergy_ZIP=-7.11, Synergy_Bliss=-5.00, Synergy_Loewe=-19.5, Synergy_HSA=-7.85. (2) Drug 1: CN1CCC(CC1)COC2=C(C=C3C(=C2)N=CN=C3NC4=C(C=C(C=C4)Br)F)OC. Drug 2: CC1=CC=C(C=C1)C2=CC(=NN2C3=CC=C(C=C3)S(=O)(=O)N)C(F)(F)F. Cell line: KM12. Synergy scores: CSS=4.71, Synergy_ZIP=-4.40, Synergy_Bliss=-3.54, Synergy_Loewe=-7.43, Synergy_HSA=-6.24. (3) Drug 1: C1=NC2=C(N1)C(=S)N=C(N2)N. Drug 2: CC(C)CN1C=NC2=C1C3=CC=CC=C3N=C2N. Cell line: UACC-257. Synergy scores: CSS=5.58, Synergy_ZIP=-8.28, Synergy_Bliss=-1.36, Synergy_Loewe=-6.56, Synergy_HSA=-2.69. (4) Drug 1: COC1=NC(=NC2=C1N=CN2C3C(C(C(O3)CO)O)O)N. Drug 2: C(CC(=O)O)C(=O)CN.Cl. Cell line: NCI/ADR-RES. Synergy scores: CSS=3.30, Synergy_ZIP=-0.893, Synergy_Bliss=-1.73, Synergy_Loewe=-1.71, Synergy_HSA=-3.33. (5) Drug 1: CN1C(=O)N2C=NC(=C2N=N1)C(=O)N. Drug 2: C1CN(P(=O)(OC1)NCCCl)CCCl. Cell line: SK-MEL-5. Synergy scores: CSS=1.56, Synergy_ZIP=1.43, Synergy_Bliss=2.16, Synergy_Loewe=0.401, Synergy_HSA=-1.06. (6) Drug 1: CC1=C(C=C(C=C1)NC(=O)C2=CC=C(C=C2)CN3CCN(CC3)C)NC4=NC=CC(=N4)C5=CN=CC=C5. Drug 2: CC(C)CN1C=NC2=C1C3=CC=CC=C3N=C2N. Cell line: SR. Synergy scores: CSS=-1.76, Synergy_ZIP=0.364, Synergy_Bliss=0.0485, Synergy_Loewe=-1.66, Synergy_HSA=-1.51. (7) Drug 1: CN(CC1=CN=C2C(=N1)C(=NC(=N2)N)N)C3=CC=C(C=C3)C(=O)NC(CCC(=O)O)C(=O)O. Drug 2: CC1C(C(CC(O1)OC2CC(CC3=C2C(=C4C(=C3O)C(=O)C5=C(C4=O)C(=CC=C5)OC)O)(C(=O)CO)O)N)O.Cl. Cell line: IGROV1. Synergy scores: CSS=42.9, Synergy_ZIP=-9.41, Synergy_Bliss=-15.3, Synergy_Loewe=-11.1, Synergy_HSA=-11.4. (8) Drug 1: CC12CCC(CC1=CCC3C2CCC4(C3CC=C4C5=CN=CC=C5)C)O. Drug 2: CC1CCC2CC(C(=CC=CC=CC(CC(C(=O)C(C(C(=CC(C(=O)CC(OC(=O)C3CCCCN3C(=O)C(=O)C1(O2)O)C(C)CC4CCC(C(C4)OC)OCCO)C)C)O)OC)C)C)C)OC. Cell line: MCF7. Synergy scores: CSS=21.9, Synergy_ZIP=-4.00, Synergy_Bliss=-1.23, Synergy_Loewe=-6.91, Synergy_HSA=0.521. (9) Drug 1: CC1=CC2C(CCC3(C2CCC3(C(=O)C)OC(=O)C)C)C4(C1=CC(=O)CC4)C. Drug 2: C1=NC(=NC(=O)N1C2C(C(C(O2)CO)O)O)N. Cell line: SK-MEL-5. Synergy scores: CSS=-9.40, Synergy_ZIP=6.19, Synergy_Bliss=1.29, Synergy_Loewe=-14.0, Synergy_HSA=-9.08.